This data is from Catalyst prediction with 721,799 reactions and 888 catalyst types from USPTO. The task is: Predict which catalyst facilitates the given reaction. (1) Reactant: [NH2:1][C:2]([C:26]1[CH:31]=[CH:30][CH:29]=[CH:28][CH:27]=1)([C:20]1[CH:25]=[CH:24][CH:23]=[CH:22][CH:21]=1)[C:3]([O:5][CH2:6][CH:7]1[CH2:12][CH2:11][N:10]([C:13]([O:15][C:16]([CH3:19])([CH3:18])[CH3:17])=[O:14])[CH2:9][CH2:8]1)=[O:4].[C:32](OC(=O)C)(=[O:34])[CH3:33]. Product: [C:32]([NH:1][C:2]([C:26]1[CH:31]=[CH:30][CH:29]=[CH:28][CH:27]=1)([C:20]1[CH:25]=[CH:24][CH:23]=[CH:22][CH:21]=1)[C:3]([O:5][CH2:6][CH:7]1[CH2:12][CH2:11][N:10]([C:13]([O:15][C:16]([CH3:19])([CH3:17])[CH3:18])=[O:14])[CH2:9][CH2:8]1)=[O:4])(=[O:34])[CH3:33]. The catalyst class is: 2. (2) Reactant: [C:1]([C:3]1[CH:4]=[C:5]([CH2:9][C:10]([OH:12])=[O:11])[CH:6]=[CH:7][CH:8]=1)#[N:2].[ClH:13].[CH2:14](O)[CH3:15]. Product: [ClH:13].[NH2:2][CH2:1][C:3]1[CH:4]=[C:5]([CH2:9][C:10]([O:12][CH2:14][CH3:15])=[O:11])[CH:6]=[CH:7][CH:8]=1. The catalyst class is: 45. (3) Reactant: [NH:1]1[C:9]2[C:4](=[CH:5][CH:6]=[CH:7][CH:8]=2)[C:3]([CH2:10][CH2:11][C:12]([OH:14])=O)=[CH:2]1.C(N1C=CN=C1)(N1C=CN=C1)=O.[Cl:27][C:28]1[CH:29]=[C:30]2[C:39](=[CH:40][CH:41]=1)[C:38]([NH:42][CH2:43][CH2:44][CH2:45][CH2:46][CH2:47][CH2:48][CH2:49][NH2:50])=[C:37]1[C:32]([CH2:33][CH2:34][CH2:35][CH2:36]1)=[N:31]2. Product: [Cl:27][C:28]1[CH:29]=[C:30]2[C:39](=[CH:40][CH:41]=1)[C:38]([NH:42][CH2:43][CH2:44][CH2:45][CH2:46][CH2:47][CH2:48][CH2:49][NH:50][C:12](=[O:14])[CH2:11][CH2:10][C:3]1[C:4]3[C:9](=[CH:8][CH:7]=[CH:6][CH:5]=3)[NH:1][CH:2]=1)=[C:37]1[C:32]([CH2:33][CH2:34][CH2:35][CH2:36]1)=[N:31]2. The catalyst class is: 1.